Dataset: Reaction yield outcomes from USPTO patents with 853,638 reactions. Task: Predict the reaction yield, written as a fraction of the theoretical maximum amount of product (1.0 means a 100% yield; for example, 0.34 means a 34% yield). (1) The reactants are Br[C:2]1[C:3]([CH3:23])=[C:4]([C:7]2[N:11]3[N:12]=[C:13]([CH3:21])[CH:14]=[C:15]([CH:16]([CH2:19][CH3:20])[CH2:17][CH3:18])[C:10]3=[N:9][C:8]=2[CH3:22])[S:5][CH:6]=1.[Br-].[S:25]1[CH:29]=[CH:28][N:27]=[C:26]1[Zn+]. The catalyst is CCOC(C)=O.C1C=CC(P(C2C=CC=CC=2)[C-]2C=CC=C2)=CC=1.C1C=CC(P(C2C=CC=CC=2)[C-]2C=CC=C2)=CC=1.Cl[Pd]Cl.[Fe+2]. The product is [CH2:17]([CH:16]([C:15]1[C:10]2[N:11]([C:7]([C:4]3[S:5][CH:6]=[C:2]([C:26]4[S:25][CH:29]=[CH:28][N:27]=4)[C:3]=3[CH3:23])=[C:8]([CH3:22])[N:9]=2)[N:12]=[C:13]([CH3:21])[CH:14]=1)[CH2:19][CH3:20])[CH3:18]. The yield is 0.760. (2) The reactants are Cl[C:2]1[C:7]2[C:8](=[O:22])[N:9]([CH2:11][C:12]3[CH:17]=[CH:16][C:15]([O:18][CH3:19])=[CH:14][C:13]=3[O:20][CH3:21])[CH2:10][C:6]=2[C:5]([F:23])=[C:4]([NH:24][C@@H:25]2[CH2:30][CH2:29][CH2:28][CH2:27][C@@H:26]2[NH:31][C:32](=[O:38])[O:33][C:34]([CH3:37])([CH3:36])[CH3:35])[N:3]=1.CC1(C)C(C)(C)OB([C:47]2[CH:48]=[N:49][N:50]3[CH:55]=[CH:54][CH:53]=[CH:52][C:51]=23)O1.C(=O)([O-])[O-].[Na+].[Na+]. The catalyst is COCCOC.O.C1C=CC([P]([Pd]([P](C2C=CC=CC=2)(C2C=CC=CC=2)C2C=CC=CC=2)([P](C2C=CC=CC=2)(C2C=CC=CC=2)C2C=CC=CC=2)[P](C2C=CC=CC=2)(C2C=CC=CC=2)C2C=CC=CC=2)(C2C=CC=CC=2)C2C=CC=CC=2)=CC=1. The product is [CH3:21][O:20][C:13]1[CH:14]=[C:15]([O:18][CH3:19])[CH:16]=[CH:17][C:12]=1[CH2:11][N:9]1[CH2:10][C:6]2[C:5]([F:23])=[C:4]([NH:24][C@@H:25]3[CH2:30][CH2:29][CH2:28][CH2:27][C@@H:26]3[NH:31][C:32](=[O:38])[O:33][C:34]([CH3:37])([CH3:36])[CH3:35])[N:3]=[C:2]([C:47]3[CH:48]=[N:49][N:50]4[CH:55]=[CH:54][CH:53]=[CH:52][C:51]=34)[C:7]=2[C:8]1=[O:22]. The yield is 0.461. (3) The reactants are C(=O)([O-])[O-].[K+].[K+].[NH2:7][C:8]1[C:17]2[C:12](=[CH:13][CH:14]=[C:15]([O:18][CH3:19])[N:16]=2)[N:11]=[CH:10][C:9]=1[OH:20].[CH2:21]([O:28][C:29](=[O:41])[NH:30][C@H:31]1[CH2:36][CH2:35][C@H:34]([C:37](=[O:40])[CH2:38]Br)[CH2:33][CH2:32]1)[C:22]1[CH:27]=[CH:26][CH:25]=[CH:24][CH:23]=1. The yield is 0.880. The product is [CH2:21]([O:28][C:29](=[O:41])[NH:30][C@H:31]1[CH2:36][CH2:35][C@H:34]([C:37]2([OH:40])[NH:7][C:8]3[C:17]4[C:12](=[CH:13][CH:14]=[C:15]([O:18][CH3:19])[N:16]=4)[N:11]=[CH:10][C:9]=3[O:20][CH2:38]2)[CH2:33][CH2:32]1)[C:22]1[CH:23]=[CH:24][CH:25]=[CH:26][CH:27]=1. The catalyst is CN(C)C=O. (4) The reactants are [H-].C([Al+]CC(C)C)C(C)C.[CH3:11][C:12]1[C:24]([O:25][CH3:26])=[CH:23][C:22]([O:27][CH3:28])=[CH:21][C:13]=1[C:14](N(CC)CC)=[O:15].O. The catalyst is O1CCCC1. The product is [CH3:11][C:12]1[C:24]([O:25][CH3:26])=[CH:23][C:22]([O:27][CH3:28])=[CH:21][C:13]=1[CH:14]=[O:15]. The yield is 0.820. (5) The reactants are [Cl:1][C:2]1[CH:7]=[CH:6][C:5]([C:8]([C:10]2[C:11]([Cl:16])=[N:12][CH:13]=[CH:14][CH:15]=2)=[O:9])=[CH:4][CH:3]=1.[BH4-].[Na+]. The catalyst is C(O)C. The product is [Cl:1][C:2]1[CH:3]=[CH:4][C:5]([CH:8]([C:10]2[C:11]([Cl:16])=[N:12][CH:13]=[CH:14][CH:15]=2)[OH:9])=[CH:6][CH:7]=1. The yield is 0.830. (6) The product is [NH2:1][C:2]1[S:3][C:4]2[CH:10]=[C:9]([C:11]([OH:15])=[O:19])[CH:8]=[C:7]([Br:13])[C:5]=2[N:6]=1. The yield is 0.710. The reactants are [NH2:1][C:2]1[S:3][C:4]2[CH:10]=[C:9]([C:11]#N)[CH:8]=[C:7]([Br:13])[C:5]=2[N:6]=1.S(=O)(=O)(O)[OH:15].[OH2:19]. The catalyst is C(O)(=O)C.